Dataset: Full USPTO retrosynthesis dataset with 1.9M reactions from patents (1976-2016). Task: Predict the reactants needed to synthesize the given product. Given the product [F:23][C:22]1[C:16]2[O:15][CH2:14][CH:13]([CH2:12][NH:29][CH2:25][CH2:26][CH2:27][CH3:28])[O:18][C:17]=2[CH:19]=[C:20]([F:24])[CH:21]=1, predict the reactants needed to synthesize it. The reactants are: CC1C=CC(S(O[CH2:12][CH:13]2[O:18][C:17]3[CH:19]=[C:20]([F:24])[CH:21]=[C:22]([F:23])[C:16]=3[O:15][CH2:14]2)(=O)=O)=CC=1.[CH2:25]([NH2:29])[CH2:26][CH2:27][CH3:28].